Dataset: Blood-brain barrier permeability classification from the B3DB database. Task: Regression/Classification. Given a drug SMILES string, predict its absorption, distribution, metabolism, or excretion properties. Task type varies by dataset: regression for continuous measurements (e.g., permeability, clearance, half-life) or binary classification for categorical outcomes (e.g., BBB penetration, CYP inhibition). Dataset: b3db_classification. The compound is COc1ccc2c(c1)C(=O)N(CCc1ccc(S(=O)(=O)NC(=O)NC3CCCCC3)cc1)C(=O)C2(C)C. The result is 0 (does not penetrate BBB).